Dataset: Forward reaction prediction with 1.9M reactions from USPTO patents (1976-2016). Task: Predict the product of the given reaction. (1) Given the reactants [CH3:1][O:2][C:3](=[O:32])[C@@H:4]([NH:24]C(OC(C)(C)C)=O)[CH2:5][NH:6][C:7]([O:9][CH2:10][CH:11]1[C:23]2[CH:22]=[CH:21][CH:20]=[CH:19][C:18]=2[C:17]2[C:12]1=[CH:13][CH:14]=[CH:15][CH:16]=2)=[O:8].[ClH:33], predict the reaction product. The product is: [ClH:33].[CH3:1][O:2][C:3](=[O:32])[C@@H:4]([NH2:24])[CH2:5][NH:6][C:7]([O:9][CH2:10][CH:11]1[C:12]2[CH:13]=[CH:14][CH:15]=[CH:16][C:17]=2[C:18]2[C:23]1=[CH:22][CH:21]=[CH:20][CH:19]=2)=[O:8]. (2) Given the reactants [CH2:1]1[N:6]2[CH2:7][N:8]3[CH2:10][N:4]([CH2:5]2)[CH2:3][N:2]1[CH2:9]3.[Br:11][CH2:12][C:13]([C:15]1[CH:20]=[CH:19][CH:18]=[C:17]([Br:21])[CH:16]=1)=[O:14], predict the reaction product. The product is: [BrH:11].[Br:21][C:17]1[CH:16]=[C:15]([C:13](=[O:14])[CH2:12][N+:2]23[CH2:9][N:8]4[CH2:10][N:4]([CH2:5][N:6]([CH2:7]4)[CH2:1]2)[CH2:3]3)[CH:20]=[CH:19][CH:18]=1. (3) Given the reactants [O:1]([C:8]1[CH:9]=[C:10]([C@@H:14]2[CH2:18][CH2:17][CH2:16][NH:15]2)[CH:11]=[CH:12][CH:13]=1)[C:2]1[CH:7]=[CH:6][CH:5]=[CH:4][CH:3]=1.[CH3:19][C:20]([O:23][C:24]([NH:26][C@H:27]([C:34](O)=[O:35])[CH:28]1[CH2:33][CH2:32][CH2:31][CH2:30][CH2:29]1)=[O:25])([CH3:22])[CH3:21].C1C=CC2N(O)N=NC=2C=1.CN(C(ON1N=NC2C=CC=CC1=2)=[N+](C)C)C.F[P-](F)(F)(F)(F)F.CCN(C(C)C)C(C)C, predict the reaction product. The product is: [C:20]([O:23][C:24](=[O:25])[NH:26][C@@H:27]([CH:28]1[CH2:29][CH2:30][CH2:31][CH2:32][CH2:33]1)[C:34](=[O:35])[N:15]1[CH2:16][CH2:17][CH2:18][C@H:14]1[C:10]1[CH:11]=[CH:12][CH:13]=[C:8]([O:1][C:2]2[CH:3]=[CH:4][CH:5]=[CH:6][CH:7]=2)[CH:9]=1)([CH3:22])([CH3:19])[CH3:21]. (4) Given the reactants [CH2:1]([O:3][C:4]1[N:8]([CH2:9][CH2:10][OH:11])[N:7]=[C:6]([C:12]2[CH:17]=[CH:16][CH:15]=[CH:14][CH:13]=2)[CH:5]=1)[CH3:2].[Br:18][C:19]1[CH:24]=[CH:23][C:22](O)=[C:21]([Cl:26])[CH:20]=1.N(C(N1CCCCC1)=O)=NC(N1CCCCC1)=O.C(P(CCCC)CCCC)CCC, predict the reaction product. The product is: [Br:18][C:19]1[CH:24]=[CH:23][C:22]([O:11][CH2:10][CH2:9][N:8]2[C:4]([O:3][CH2:1][CH3:2])=[CH:5][C:6]([C:12]3[CH:17]=[CH:16][CH:15]=[CH:14][CH:13]=3)=[N:7]2)=[C:21]([Cl:26])[CH:20]=1. (5) Given the reactants [H-].[Na+].[OH:3][C:4]1([C:7]([O:9][CH3:10])=[O:8])[CH2:6][CH2:5]1.I[CH3:12], predict the reaction product. The product is: [CH3:12][O:3][C:4]1([C:7]([O:9][CH3:10])=[O:8])[CH2:6][CH2:5]1. (6) The product is: [OH:44][CH2:43][CH2:42][S:38]([O-:41])(=[O:40])=[O:39].[CH:31]1([C@@:8]([OH:37])([C:2]2[CH:3]=[CH:4][CH:5]=[CH:6][CH:7]=2)[C:9]2[CH:13]=[C:12]([CH2:14][N+:15]34[CH2:20][CH2:19][CH:18]([CH2:21][CH2:22]3)[C@@H:17]([O:23][C:24]3[CH:29]=[CH:28][CH:27]=[C:26]([F:30])[CH:25]=3)[CH2:16]4)[O:11][N:10]=2)[CH2:36][CH2:35][CH2:34][CH2:33][CH2:32]1. Given the reactants [Cl-].[CH:2]1([C@@:8]([OH:37])([C:31]2[CH:36]=[CH:35][CH:34]=[CH:33][CH:32]=2)[C:9]2[CH:13]=[C:12]([CH2:14][N+:15]34[CH2:22][CH2:21][CH:18]([CH2:19][CH2:20]3)[C@@H:17]([O:23][C:24]3[CH:29]=[CH:28][CH:27]=[C:26]([F:30])[CH:25]=3)[CH2:16]4)[O:11][N:10]=2)[CH2:7][CH2:6][CH2:5][CH2:4][CH2:3]1.[S:38]([CH2:42][CH2:43][OH:44])([O-:41])(=[O:40])=[O:39].[NH4+], predict the reaction product. (7) Given the reactants Br[C:2]1[CH2:3][C:4]2[C:9]([CH:10]=1)=[CH:8][CH:7]=[CH:6][CH:5]=2.[CH:11]1[C:20]2[C:15](=[CH:16][CH:17]=[CH:18][CH:19]=2)[CH:14]=[CH:13][C:12]=1B(O)O.C([O-])([O-])=O.[K+].[K+], predict the reaction product. The product is: [CH2:3]1[C:4]2[C:9](=[CH:8][CH:7]=[CH:6][CH:5]=2)[CH:10]=[C:2]1[C:13]1[CH:12]=[CH:11][C:20]2[C:15](=[CH:16][CH:17]=[CH:18][CH:19]=2)[CH:14]=1.